Dataset: Full USPTO retrosynthesis dataset with 1.9M reactions from patents (1976-2016). Task: Predict the reactants needed to synthesize the given product. (1) Given the product [CH2:1]([O:8][CH2:9][CH:10]([N:20]1[C:24]2=[N:25][C:26]([CH2:40][CH3:41])=[C:27]([C:29]3[C:30]([O:38][CH3:39])=[N:31][C:32]([CH:35]([CH3:37])[CH3:36])=[CH:33][CH:34]=3)[N:28]=[C:23]2[C:22]([CH3:42])=[N:21]1)[CH2:11][OH:12])[C:2]1[CH:7]=[CH:6][CH:5]=[CH:4][CH:3]=1.[CH2:40]([C:26]1[N:25]=[C:24]2[N:20]([CH:10]([CH2:11][OH:12])[CH2:9][OH:8])[N:21]=[C:22]([CH3:42])[C:23]2=[N:28][C:27]=1[C:29]1[C:30]([O:38][CH3:39])=[N:31][C:32]([CH:35]([CH3:36])[CH3:37])=[CH:33][CH:34]=1)[CH3:41], predict the reactants needed to synthesize it. The reactants are: [CH2:1]([O:8][CH2:9][CH:10]([N:20]1[C:24]2=[N:25][C:26]([CH2:40][CH3:41])=[C:27]([C:29]3[C:30]([O:38][CH3:39])=[N:31][C:32]([CH:35]([CH3:37])[CH3:36])=[CH:33][CH:34]=3)[N:28]=[C:23]2[C:22]([CH3:42])=[N:21]1)[CH2:11][O:12]CC1C=CC=CC=1)[C:2]1[CH:7]=[CH:6][CH:5]=[CH:4][CH:3]=1. (2) Given the product [Br:1][C:2]1[C:10]2[C:5](=[N:6][CH:7]=[N:8][C:9]=2[Cl:11])[N:4]([CH:19]2[CH2:20][CH2:21][C:16]3([O:15][CH2:14][CH2:13][O:12]3)[CH2:17][CH2:18]2)[N:3]=1, predict the reactants needed to synthesize it. The reactants are: [Br:1][C:2]1[C:10]2[C:5](=[N:6][CH:7]=[N:8][C:9]=2[Cl:11])[NH:4][N:3]=1.[O:12]1[C:16]2([CH2:21][CH2:20][CH:19](O)[CH2:18][CH2:17]2)[O:15][CH2:14][CH2:13]1.C1(P(C2C=CC=CC=2)C2C=CC=CC=2)C=CC=CC=1.CCOC(/N=N/C(OCC)=O)=O.